Dataset: Peptide-MHC class I binding affinity with 185,985 pairs from IEDB/IMGT. Task: Regression. Given a peptide amino acid sequence and an MHC pseudo amino acid sequence, predict their binding affinity value. This is MHC class I binding data. (1) The peptide sequence is RLYSIFLIF. The MHC is HLA-B15:03 with pseudo-sequence HLA-B15:03. The binding affinity (normalized) is 1.00. (2) The peptide sequence is SPRTLNAWV. The MHC is HLA-A02:06 with pseudo-sequence HLA-A02:06. The binding affinity (normalized) is 0.